This data is from Catalyst prediction with 721,799 reactions and 888 catalyst types from USPTO. The task is: Predict which catalyst facilitates the given reaction. (1) Reactant: [F:1][C:2]1[C:8]([F:9])=[C:7]([F:10])[C:6]([F:11])=[C:5]([F:12])[C:3]=1[NH2:4].[C:13]([NH:15][C:16]([NH2:18])=[NH:17])#[N:14].Cl.C([O-])(O)=O.[Na+]. Product: [C:16]([NH:15][C:13]([NH:4][C:3]1[C:2]([F:1])=[C:8]([F:9])[C:7]([F:10])=[C:6]([F:11])[C:5]=1[F:12])=[NH:14])(=[NH:17])[NH2:18]. The catalyst class is: 115. (2) Reactant: [CH3:1][C:2]1([CH3:31])[S:7][CH:6]2[CH2:8][CH2:9][CH2:10][CH2:11][N:5]2[C:4](=[O:12])[C@H:3]1[NH:13]C(=O)OCC1C2C=CC=CC=2C2C1=CC=CC=2.N1CCCCC1. Product: [NH2:13][C@H:3]1[C:2]([CH3:1])([CH3:31])[S:7][CH:6]2[CH2:8][CH2:9][CH2:10][CH2:11][N:5]2[C:4]1=[O:12]. The catalyst class is: 2. (3) Reactant: Br[C:2]1[N:11]=[C:10]([C:12]2[NH:16][C:15]([CH2:17][C:18]3[CH:23]=[CH:22][C:21]([F:24])=[CH:20][CH:19]=3)=[N:14][N:13]=2)[C:9]([OH:25])=[C:8]2[C:3]=1[CH:4]=[CH:5][CH:6]=[N:7]2.[CH3:26][S:27]([OH:29])=[O:28].[Na].O. Product: [F:24][C:21]1[CH:22]=[CH:23][C:18]([CH2:17][C:15]2[NH:16][C:12]([C:10]3[C:9]([OH:25])=[C:8]4[C:3]([CH:4]=[CH:5][CH:6]=[N:7]4)=[C:2]([S:27]([CH3:26])(=[O:29])=[O:28])[N:11]=3)=[N:13][N:14]=2)=[CH:19][CH:20]=1. The catalyst class is: 60.